Dataset: Catalyst prediction with 721,799 reactions and 888 catalyst types from USPTO. Task: Predict which catalyst facilitates the given reaction. (1) Reactant: [OH:1][C:2]1[C:7]2[C@@:8]3([OH:45])[C@@:21]([O:25][CH3:26])([C@H:22]([OH:24])[CH2:23][C:6]=2[CH:5]=[C:4]([CH3:46])[C:3]=1[C:47]([O:49][CH3:50])=[O:48])[C:20](=[O:27])[C:19]1[C:10](=[CH:11][C:12]2[C:13](=[O:43])[C:14]([NH:30][C@@H:31]4[C@H:36]([O:37][CH3:38])[C@H:35]([OH:39])[C@@H:34]([O:40][CH3:41])[C@H:33]([CH3:42])[O:32]4)=[CH:15][C:16](=[O:29])[C:17]=2[C:18]=1[OH:28])[C:9]3=[O:44].[F:51][C:52]1[CH:57]=[CH:56][C:55]([Mg]Br)=[CH:54][CH:53]=1. Product: [F:51][C:52]1[CH:57]=[CH:56][C:55]([C:13]2([OH:43])[C:12]3[CH:11]=[C:10]4[C:19]([C:20](=[O:27])[C@@:21]5([O:25][CH3:26])[C@@:8]([OH:45])([C:9]4=[O:44])[C:7]4[C:2]([OH:1])=[C:3]([C:47]([O:49][CH3:50])=[O:48])[C:4]([CH3:46])=[CH:5][C:6]=4[CH2:23][C@H:22]5[OH:24])=[C:18]([OH:28])[C:17]=3[C:16](=[O:29])[CH:15]=[C:14]2[NH:30][C@@H:31]2[C@H:36]([O:37][CH3:38])[C@H:35]([OH:39])[C@@H:34]([O:40][CH3:41])[C@H:33]([CH3:42])[O:32]2)=[CH:54][CH:53]=1. The catalyst class is: 1. (2) Reactant: CCN=C=NCCCN(C)C.Cl.C1C=CC2N(O)N=NC=2C=1.[C:23]([O:27][C:28]([N:30]1[CH2:34][CH2:33][C@H:32]([C:35]([OH:37])=O)[CH2:31]1)=[O:29])([CH3:26])([CH3:25])[CH3:24].[CH3:38][CH:39]([N:41]1[CH2:46][CH2:45][NH:44][CH2:43][CH2:42]1)[CH3:40]. Product: [CH3:38][CH:39]([N:41]1[CH2:46][CH2:45][N:44]([C:35]([C@H:32]2[CH2:33][CH2:34][N:30]([C:28]([O:27][C:23]([CH3:24])([CH3:25])[CH3:26])=[O:29])[CH2:31]2)=[O:37])[CH2:43][CH2:42]1)[CH3:40]. The catalyst class is: 3.